From a dataset of Catalyst prediction with 721,799 reactions and 888 catalyst types from USPTO. Predict which catalyst facilitates the given reaction. (1) Reactant: [CH2:1]([C:8]1[CH:9]=[C:10]([NH:19][CH2:20][C:21]2[CH:26]=[CH:25][C:24]([S:27]([CH3:30])(=[O:29])=[O:28])=[CH:23][CH:22]=2)[C:11]([C:14]([O:16][CH2:17][CH3:18])=[O:15])=[N:12][CH:13]=1)[C:2]1[CH:7]=[CH:6][CH:5]=[CH:4][CH:3]=1.Cl[C:32](=[O:39])[CH2:33][C:34]([O:36][CH2:37][CH3:38])=[O:35]. Product: [CH2:1]([C:8]1[CH:9]=[C:10]([N:19]([C:32](=[O:39])[CH2:33][C:34]([O:36][CH2:37][CH3:38])=[O:35])[CH2:20][C:21]2[CH:22]=[CH:23][C:24]([S:27]([CH3:30])(=[O:29])=[O:28])=[CH:25][CH:26]=2)[C:11]([C:14]([O:16][CH2:17][CH3:18])=[O:15])=[N:12][CH:13]=1)[C:2]1[CH:3]=[CH:4][CH:5]=[CH:6][CH:7]=1. The catalyst class is: 279. (2) Reactant: [C@@H:1]1([NH:10][C:11]2[C:12]3[S:19][CH:18]=[C:17]([C@H:20]4[C@@H:24]5[O:25][C:26]([CH3:29])([CH3:28])[O:27][C@@H:23]5[C@@H:22]([CH2:30][OH:31])[O:21]4)[C:13]=3[N:14]=[CH:15][N:16]=2)[C:9]2[C:4](=[CH:5][CH:6]=[CH:7][CH:8]=2)[CH2:3][CH2:2]1.C(N(CC)C(C)C)(C)C.[NH2:41][S:42](Cl)(=[O:44])=[O:43]. Product: [S:42](=[O:44])(=[O:43])([O:31][CH2:30][C@@H:22]1[C@@H:23]2[C@@H:24]([O:25][C:26]([CH3:28])([CH3:29])[O:27]2)[C@H:20]([C:17]2[C:13]3[N:14]=[CH:15][N:16]=[C:11]([NH:10][C@@H:1]4[C:9]5[C:4](=[CH:5][CH:6]=[CH:7][CH:8]=5)[CH2:3][CH2:2]4)[C:12]=3[S:19][CH:18]=2)[O:21]1)[NH2:41]. The catalyst class is: 3. (3) Reactant: [CH3:1][O:2][C:3]1[CH:8]=[CH:7][C:6]([CH2:9][CH2:10][CH2:11][C:12]([OH:14])=O)=[CH:5][CH:4]=1.C(N(CC)CC)C.C(Cl)CCl.[NH2:26][C@@H:27]([CH2:36][N:37]1[CH2:42][CH2:41][O:40][CH2:39][CH2:38]1)[C@H:28]([C:30]1[CH:35]=[CH:34][CH:33]=[CH:32][CH:31]=1)[OH:29]. Product: [CH3:1][O:2][C:3]1[CH:4]=[CH:5][C:6]([CH2:9][CH2:10][CH2:11][C:12]([NH:26][C@@H:27]([CH2:36][N:37]2[CH2:38][CH2:39][O:40][CH2:41][CH2:42]2)[C@H:28]([C:30]2[CH:31]=[CH:32][CH:33]=[CH:34][CH:35]=2)[OH:29])=[O:14])=[CH:7][CH:8]=1. The catalyst class is: 2. (4) Reactant: [C:1]([CH2:3][C:4]1[C:9]([C:10](O)=[O:11])=[CH:8][C:7]([C:13]([NH2:15])=[O:14])=[C:6]([O:16][CH3:17])[CH:5]=1)#[N:2].[NH2:18][C:19]1[CH:23]=[C:22]([CH3:24])[NH:21][N:20]=1. Product: [OH:11][C:10]1[C:9]2[C:4](=[CH:5][C:6]([O:16][CH3:17])=[C:7]([C:13]([NH2:15])=[O:14])[CH:8]=2)[CH:3]=[C:1]([NH:18][C:19]2[CH:23]=[C:22]([CH3:24])[NH:21][N:20]=2)[N:2]=1. The catalyst class is: 15.